Dataset: Catalyst prediction with 721,799 reactions and 888 catalyst types from USPTO. Task: Predict which catalyst facilitates the given reaction. Reactant: [Br:1][CH2:2][CH2:3][CH2:4][N:5]1[C:13](=[O:14])[C:12]2[C:7](=[CH:8][CH:9]=[CH:10][CH:11]=2)[C:6]1=[O:15].[C:16]1([P:22]([C:29]2[CH:34]=[CH:33][CH:32]=[CH:31][CH:30]=2)[C:23]2[CH:28]=[CH:27][CH:26]=[CH:25][CH:24]=2)[CH:21]=[CH:20][CH:19]=[CH:18][CH:17]=1. Product: [Br-:1].[O:15]=[C:6]1[C:7]2[C:12](=[CH:11][CH:10]=[CH:9][CH:8]=2)[C:13](=[O:14])[N:5]1[CH2:4][CH2:3][CH2:2][P+:22]([C:23]1[CH:24]=[CH:25][CH:26]=[CH:27][CH:28]=1)([C:29]1[CH:34]=[CH:33][CH:32]=[CH:31][CH:30]=1)[C:16]1[CH:17]=[CH:18][CH:19]=[CH:20][CH:21]=1. The catalyst class is: 113.